Dataset: Catalyst prediction with 721,799 reactions and 888 catalyst types from USPTO. Task: Predict which catalyst facilitates the given reaction. (1) Reactant: O.[C:2]1([CH3:12])[CH:7]=[CH:6][C:5]([S:8]([OH:11])(=[O:10])=[O:9])=[CH:4][CH:3]=1.C([N:20]1[CH2:24][CH2:23][C@H:22]([OH:25])[CH2:21]1)(OC(C)(C)C)=O. Product: [NH:20]1[CH2:24][CH2:23][C@H:22]([OH:25])[CH2:21]1.[CH3:12][C:2]1[CH:3]=[CH:4][C:5]([S:8]([O-:11])(=[O:10])=[O:9])=[CH:6][CH:7]=1. The catalyst class is: 8. (2) Reactant: [CH3:1][N:2]1[CH:6]=[C:5]([C:7]2[S:8][CH:9]=[C:10](/[CH:12]=[CH:13]/[C:14]([OH:16])=O)[N:11]=2)[CH:4]=[N:3]1.ClC(OCC(C)C)=O.[N-:25]=[N+:26]=[N-:27].[Na+]. Product: [CH3:1][N:2]1[CH:6]=[C:5]([C:7]2[S:8][CH:9]=[C:10](/[CH:12]=[CH:13]/[C:14]([N:25]=[N+:26]=[N-:27])=[O:16])[N:11]=2)[CH:4]=[N:3]1. The catalyst class is: 95. (3) Reactant: [C:1](O)(=[O:11])[C:2]1[C:3](=[CH:7][CH:8]=[CH:9][CH:10]=1)[C:4](O)=[O:5].[H-].[H-].[H-].[H-].[Li+].[Al+3].O.[OH-].[Na+]. Product: [C:2]1([CH2:1][OH:11])[CH:10]=[CH:9][CH:8]=[CH:7][C:3]=1[CH2:4][OH:5]. The catalyst class is: 1. (4) Reactant: [F:1][C:2]1[CH:7]=[C:6]([CH3:8])[CH:5]=[C:4]([NH:9][CH:10]2[CH2:15][CH2:14][N:13]([C@H:16]3[CH2:21][CH2:20][C@@H:19]([O:22][CH3:23])[CH2:18][CH2:17]3)[CH2:12][CH2:11]2)[C:3]=1[NH2:24].[Cl:25][C:26](Cl)([O:28]C(=O)OC(Cl)(Cl)Cl)Cl.C(N(C(C)C)CC)(C)C. Product: [ClH:25].[F:1][C:2]1[C:3]2[NH:24][C:26](=[O:28])[N:9]([CH:10]3[CH2:15][CH2:14][N:13]([C@H:16]4[CH2:21][CH2:20][C@@H:19]([O:22][CH3:23])[CH2:18][CH2:17]4)[CH2:12][CH2:11]3)[C:4]=2[CH:5]=[C:6]([CH3:8])[CH:7]=1. The catalyst class is: 4. (5) Reactant: C([O:5][C:6](=[O:40])[C:7]([S:10][C:11]1[S:12][CH:13]=[C:14]([CH2:16][CH2:17][O:18][C:19]2[CH:24]=[CH:23][C:22]([C:25]3[CH:30]=[CH:29][C:28]([F:31])=[CH:27][CH:26]=3)=[CH:21][C:20]=2[C:32]([N:34]2[CH2:39][CH2:38][O:37][CH2:36][CH2:35]2)=[O:33])[N:15]=1)([CH3:9])[CH3:8])(C)(C)C.FC(F)(F)C(O)=O. Product: [F:31][C:28]1[CH:27]=[CH:26][C:25]([C:22]2[CH:23]=[CH:24][C:19]([O:18][CH2:17][CH2:16][C:14]3[N:15]=[C:11]([S:10][C:7]([CH3:8])([CH3:9])[C:6]([OH:40])=[O:5])[S:12][CH:13]=3)=[C:20]([C:32]([N:34]3[CH2:39][CH2:38][O:37][CH2:36][CH2:35]3)=[O:33])[CH:21]=2)=[CH:30][CH:29]=1. The catalyst class is: 4. (6) Reactant: [Cl-].O[NH3+:3].[C:4](=[O:7])([O-])[OH:5].[Na+].CS(C)=O.[CH2:13]([C:17]1[N:18]=[C:19]([CH3:48])[N:20]([CH2:39][C:40]2[C:45]([F:46])=[CH:44][CH:43]=[CH:42][C:41]=2[F:47])[C:21](=[O:38])[C:22]=1[CH2:23][C:24]1[CH:29]=[CH:28][C:27]([C:30]2[C:31]([C:36]#[N:37])=[CH:32][CH:33]=[CH:34][CH:35]=2)=[CH:26][CH:25]=1)[CH2:14][CH2:15][CH3:16]. Product: [CH2:13]([C:17]1[N:18]=[C:19]([CH3:48])[N:20]([CH2:39][C:40]2[C:45]([F:46])=[CH:44][CH:43]=[CH:42][C:41]=2[F:47])[C:21](=[O:38])[C:22]=1[CH2:23][C:24]1[CH:25]=[CH:26][C:27]([C:30]2[CH:35]=[CH:34][CH:33]=[CH:32][C:31]=2[C:36]2[NH:3][C:4](=[O:7])[O:5][N:37]=2)=[CH:28][CH:29]=1)[CH2:14][CH2:15][CH3:16]. The catalyst class is: 13. (7) Reactant: [OH:1][C:2]1[CH:7]=[CH:6][C:5]([N:8]2[CH2:13][CH2:12][N:11]([C:14]([O:16][C:17]([CH3:20])([CH3:19])[CH3:18])=[O:15])[CH2:10][CH2:9]2)=[CH:4][CH:3]=1.[H-].[Na+].Cl[C:24]1[N:25]([CH2:32][C@:33]2([CH3:36])[CH2:35][O:34]2)[CH:26]=[C:27]([N+:29]([O-:31])=[O:30])[N:28]=1. Product: [CH3:35][C@@:33]1([CH2:36][O:1][C:2]2[CH:7]=[CH:6][C:5]([N:8]3[CH2:13][CH2:12][N:11]([C:14]([O:16][C:17]([CH3:20])([CH3:19])[CH3:18])=[O:15])[CH2:10][CH2:9]3)=[CH:4][CH:3]=2)[O:34][C:24]2=[N:28][C:27]([N+:29]([O-:31])=[O:30])=[CH:26][N:25]2[CH2:32]1. The catalyst class is: 3.